Dataset: Experimentally validated miRNA-target interactions with 360,000+ pairs, plus equal number of negative samples. Task: Binary Classification. Given a miRNA mature sequence and a target amino acid sequence, predict their likelihood of interaction. The miRNA is mmu-miR-139-3p with sequence UGGAGACGCGGCCCUGUUGGAG. The protein sequence of the target gene is MYSGNRSGDQGYWEDGAGAEGAAPAGTRSPAPLFSPTAYERLALLLGCLALLGVGGNLLVLLLYSKFPRLRTPTHLFLVNLSLGDLLVSLFGVTFTFASCLRNGWVWDAVGCAWDGFSGSLFGFVSITTLTVLAYERYIRVVHARVINFSWAWRAITYIWLYSLAWAGAPLLGWNRYILDIHGLGCTVDWRSKDANDSSFVLFLFLGCLVVPVGIIAHCYGHILYSVRMLRCVEDLQTIQVIKMLRYEKKVAKMCFLMAFVFLTCWMPYIVTRFLVVNGYGHLVTPTVSIVSYLFAKSST.... Result: 0 (no interaction).